From a dataset of Forward reaction prediction with 1.9M reactions from USPTO patents (1976-2016). Predict the product of the given reaction. (1) Given the reactants [Cl:1][C:2]1[CH:15]=[C:14]([F:16])[C:13]([N:17]2[C:22](=[O:23])[CH:21]=[C:20]([C:24]([F:27])([F:26])[F:25])[N:19]([CH3:28])[C:18]2=[O:29])=[CH:12][C:3]=1[O:4][C:5]1[CH:6]=[C:7]([OH:11])[CH:8]=[CH:9][CH:10]=1.C(=O)([O-])[O-].[K+].[K+].Br[CH2:37][C:38]([O:40][CH3:41])=[O:39], predict the reaction product. The product is: [Cl:1][C:2]1[CH:15]=[C:14]([F:16])[C:13]([N:17]2[C:22](=[O:23])[CH:21]=[C:20]([C:24]([F:25])([F:26])[F:27])[N:19]([CH3:28])[C:18]2=[O:29])=[CH:12][C:3]=1[O:4][C:5]1[CH:6]=[C:7]([CH:8]=[CH:9][CH:10]=1)[O:11][CH2:37][C:38]([O:40][CH3:41])=[O:39]. (2) Given the reactants [CH3:1][O:2][C:3](=[O:32])[CH2:4][N:5]([C:18](=[O:31])[CH:19]([NH:23][C:24]([O:26][C:27]([CH3:30])([CH3:29])[CH3:28])=[O:25])[CH2:20]C=C)[CH2:6][C:7]([C:9]([CH3:17])([CH3:16])[O:10][SiH2:11][C:12]([CH3:15])([CH3:14])[CH3:13])=[CH2:8].CS(C)=O, predict the reaction product. The product is: [CH3:1][O:2][C:3](=[O:32])[CH2:4][N:5]1[CH2:6][C:7]([C:9]([CH3:16])([CH3:17])[O:10][SiH2:11][C:12]([CH3:13])([CH3:14])[CH3:15])=[CH:8][CH2:20][CH:19]([NH:23][C:24]([O:26][C:27]([CH3:29])([CH3:30])[CH3:28])=[O:25])[C:18]1=[O:31].